Dataset: Peptide-MHC class I binding affinity with 185,985 pairs from IEDB/IMGT. Task: Regression. Given a peptide amino acid sequence and an MHC pseudo amino acid sequence, predict their binding affinity value. This is MHC class I binding data. (1) The peptide sequence is MQYLNPPPY. The MHC is HLA-A01:01 with pseudo-sequence HLA-A01:01. The binding affinity (normalized) is 0.0847. (2) The peptide sequence is WLLWPVTLA. The MHC is HLA-A68:02 with pseudo-sequence HLA-A68:02. The binding affinity (normalized) is 0.536. (3) The peptide sequence is QKEEAAICGQMDLS. The MHC is HLA-B35:01 with pseudo-sequence HLA-B35:01. The binding affinity (normalized) is 0.0165. (4) The peptide sequence is LLFKTSVGV. The MHC is HLA-A02:01 with pseudo-sequence HLA-A02:01. The binding affinity (normalized) is 0.892.